This data is from Tox21: 12 toxicity assays (nuclear receptors and stress response pathways). The task is: Binary classification across 12 toxicity assays. (1) The compound is CCCC(C)c1ccccc1O. It tested positive (active) for: SR-MMP (Mitochondrial Membrane Potential disruption). (2) The drug is CC1(C)O[C@@H]2C[C@H]3[C@@H]4C[C@H](F)C5=CC(=O)C=C[C@]5(C)[C@H]4[C@@H](O)C[C@]3(C)[C@]2(C(=O)CO)O1. It tested positive (active) for: NR-AR (Androgen Receptor agonist activity). (3) The drug is CO[C@H]1C=CO[C@@]2(C)Oc3c(C)c(O)c4c(O)c(cc([O-])c4c3C2=O)NC(=O)C(C)=CC=C[C@H](C)[C@H](O)[C@@H](C)[C@@H](O)[C@@H](C)[C@H](OC(C)=O)[C@@H]1C. It tested positive (active) for: SR-ARE (Antioxidant Response Element (oxidative stress)). (4) The compound is C[Hg]Cl. It tested positive (active) for: NR-PPAR-gamma (PPAR-gamma nuclear receptor agonist), SR-ATAD5 (ATAD5 genotoxicity (DNA damage)), SR-HSE (Heat Shock Element response), and SR-p53 (p53 tumor suppressor activation). (5) It tested positive (active) for: SR-ARE (Antioxidant Response Element (oxidative stress)), and SR-MMP (Mitochondrial Membrane Potential disruption). The drug is Cc1cc(OCCOCC[N+](C)(C)Cc2ccccc2)ccc1C(C)(C)CC(C)(C)C. (6) It tested positive (active) for: SR-ARE (Antioxidant Response Element (oxidative stress)). The compound is O=Cc1ccc(C(=O)O)cc1. (7) The compound is CC1(C)CCC[C@@]2(C)[C@H]1CC[C@@]1(C)OCC[C@H]21. It tested positive (active) for: SR-MMP (Mitochondrial Membrane Potential disruption). (8) The drug is O=C(Oc1cccc2cccnc12)c1ccccc1. It tested positive (active) for: SR-ARE (Antioxidant Response Element (oxidative stress)), and SR-HSE (Heat Shock Element response). (9) The drug is CC(C)COC(=O)c1ccc(N)cc1. It tested positive (active) for: NR-ER (Estrogen Receptor agonist activity).